From a dataset of Full USPTO retrosynthesis dataset with 1.9M reactions from patents (1976-2016). Predict the reactants needed to synthesize the given product. (1) Given the product [OH:13][CH2:12][C:9]1[CH:10]=[N:11][C:5]2[N:4]3[CH2:16][CH2:17][S:18][CH2:19][C@H:3]3[C:2](=[O:1])[NH:7][C:6]=2[CH:8]=1, predict the reactants needed to synthesize it. The reactants are: [O:1]=[C:2]1[NH:7][C:6]2[CH:8]=[C:9]([C:12](OC)=[O:13])[CH:10]=[N:11][C:5]=2[N:4]2[CH2:16][CH2:17][S:18][CH2:19][C@@H:3]12.[H-].[Na+].[H-].[Al+3].[Li+].[H-].[H-].[H-].CO. (2) Given the product [Cl:1][C:2]1[CH:3]=[C:4]([C:12]2[S:16][N:15]=[C:14]([C:17]3[C:18]([O:27][CH3:28])=[C:19]([CH2:23][CH:24]=[O:25])[CH:20]=[CH:21][CH:22]=3)[N:13]=2)[CH:5]=[CH:6][C:7]=1[O:8][CH:9]([CH3:10])[CH3:11], predict the reactants needed to synthesize it. The reactants are: [Cl:1][C:2]1[CH:3]=[C:4]([C:12]2[S:16][N:15]=[C:14]([C:17]3[CH:22]=[CH:21][CH:20]=[C:19](/[CH:23]=[CH:24]/[O:25]C)[C:18]=3[O:27][CH3:28])[N:13]=2)[CH:5]=[CH:6][C:7]=1[O:8][CH:9]([CH3:11])[CH3:10].[I-].[Na+].C[Si](Cl)(C)C. (3) Given the product [NH2:3][CH2:12][CH:13]([NH:25][C:26]([N:28]1[CH2:33][C:32](=[O:34])[NH:31][C:30]2[CH:35]=[CH:36][CH:37]=[N:38][C:29]1=2)=[O:27])[C:14]1[CH:19]=[CH:18][C:17]([O:20][C:21]([F:24])([F:22])[F:23])=[CH:16][CH:15]=1, predict the reactants needed to synthesize it. The reactants are: O=C1C2C(=CC=CC=2)C(=O)[N:3]1[CH2:12][CH:13]([NH:25][C:26]([N:28]1[CH2:33][C:32](=[O:34])[NH:31][C:30]2[CH:35]=[CH:36][CH:37]=[N:38][C:29]1=2)=[O:27])[C:14]1[CH:19]=[CH:18][C:17]([O:20][C:21]([F:24])([F:23])[F:22])=[CH:16][CH:15]=1.O.NN. (4) Given the product [CH3:24][N:19]1[C:18]([CH3:25])=[C:17]2[C:21]([CH:22]=[CH:23][C:15]([N:12]3[CH:13]=[CH:14][C:9]([OH:8])=[CH:10][C:11]3=[O:26])=[CH:16]2)=[N:20]1, predict the reactants needed to synthesize it. The reactants are: C([O:8][C:9]1[CH:14]=[CH:13][N:12]([C:15]2[CH:23]=[CH:22][C:21]3[C:17](=[C:18]([CH3:25])[N:19]([CH3:24])[N:20]=3)[CH:16]=2)[C:11](=[O:26])[CH:10]=1)C1C=CC=CC=1.